This data is from Forward reaction prediction with 1.9M reactions from USPTO patents (1976-2016). The task is: Predict the product of the given reaction. Given the reactants C([O:4][C:5]1[CH:10]=[CH:9][C:8]([C:11]([C:26]2[CH:31]=[CH:30][C:29]([O:32]C(=O)C)=[CH:28][CH:27]=2)=[C:12]([C:15]2[CH:20]=[CH:19][C:18](/[CH:21]=[CH:22]/[C:23]([NH2:25])=[O:24])=[CH:17][CH:16]=2)[CH2:13][CH3:14])=[CH:7][CH:6]=1)(=O)C.C([O-])([O-])=O.[K+].[K+], predict the reaction product. The product is: [CH2:13]([C:12]([C:15]1[CH:16]=[CH:17][C:18](/[CH:21]=[CH:22]/[C:23]([NH2:25])=[O:24])=[CH:19][CH:20]=1)=[C:11]([C:8]1[CH:9]=[CH:10][C:5]([OH:4])=[CH:6][CH:7]=1)[C:26]1[CH:27]=[CH:28][C:29]([OH:32])=[CH:30][CH:31]=1)[CH3:14].